This data is from Forward reaction prediction with 1.9M reactions from USPTO patents (1976-2016). The task is: Predict the product of the given reaction. (1) Given the reactants [CH3:1][CH:2]([NH:4][C:5]([N:7]([CH2:20][C@@H:21]([O:25][C:26]([NH:28][C:29]1[CH:34]=[CH:33][CH:32]=[CH:31][CH:30]=1)=[O:27])[CH2:22][O:23][CH3:24])[CH2:8][CH2:9][CH2:10][CH2:11][NH:12]C(=O)OC(C)(C)C)=[O:6])[CH3:3].C(O)(C(F)(F)F)=O, predict the reaction product. The product is: [C:29]1([NH:28][C:26](=[O:27])[O:25][C@@H:21]([CH2:22][O:23][CH3:24])[CH2:20][N:7]([CH2:8][CH2:9][CH2:10][CH2:11][NH2:12])[C:5]([NH:4][CH:2]([CH3:3])[CH3:1])=[O:6])[CH:34]=[CH:33][CH:32]=[CH:31][CH:30]=1. (2) Given the reactants ClC1C=CC(NC([C:11]2[S:19][C:18]3[CH2:17][CH:16]([C:20]([OH:22])=O)[NH:15][CH2:14][C:13]=3[CH:12]=2)=O)=CC=1.[CH3:23][N:24]1[CH2:28][CH2:27][N:26]=[C:25]1[C:29]1[CH:34]=[CH:33][C:32]([NH2:35])=[CH:31][CH:30]=1.[CH2:36]([Cl:39])[CH2:37]Cl.[OH2:40], predict the reaction product. The product is: [CH3:23][N:24]1[CH2:28][CH2:27][N:26]=[C:25]1[C:29]1[CH:34]=[CH:33][C:32]([NH:35][C:20]([CH:16]2[N:15]([C:14]([NH:15][C:16]3[CH:20]=[CH:37][C:36]([Cl:39])=[CH:18][CH:17]=3)=[O:40])[CH2:14][C:13]3[CH:12]=[CH:11][S:19][C:18]=3[CH2:17]2)=[O:22])=[CH:31][CH:30]=1. (3) Given the reactants [NH2:1][C@@H:2]1[C@@H:7]([O:8][C@H:9]([CH3:22])[C:10]([NH:12][C@@H:13]([CH3:21])[CH2:14][C:15]2[CH:20]=[CH:19][CH:18]=[CH:17][CH:16]=2)=[O:11])[C@H:6]([OH:23])[C@@H:5]([CH2:24][OH:25])[O:4][C@H:3]1[O:26]CC1C=CC=CC=1.O, predict the reaction product. The product is: [NH2:1][C@@H:2]1[C@@H:7]([O:8][C@H:9]([CH3:22])[C:10]([NH:12][C@@H:13]([CH3:21])[CH2:14][C:15]2[CH:16]=[CH:17][CH:18]=[CH:19][CH:20]=2)=[O:11])[C@H:6]([OH:23])[C@@H:5]([CH2:24][OH:25])[O:4][CH:3]1[OH:26]. (4) Given the reactants [N+:1]([C:4]1[CH:9]=[CH:8][C:7]([O:10][C:11]([F:14])([F:13])[F:12])=[C:6]([C:15]([CH3:17])=[CH2:16])[CH:5]=1)([O-])=O.O, predict the reaction product. The product is: [CH2:16]=[C:15]([C:6]1[CH:5]=[C:4]([CH:9]=[CH:8][C:7]=1[O:10][C:11]([F:12])([F:14])[F:13])[NH2:1])[CH3:17]. (5) Given the reactants [C:1]1([P:7]([C:11]2[CH:16]=[CH:15][CH:14]=[CH:13][CH:12]=2)[CH2:8][CH2:9][NH2:10])[CH:6]=[CH:5][CH:4]=[CH:3][CH:2]=1.[CH3:17][C:18]1[CH:19]=[C:20]([CH:23]=[C:24]([CH3:26])[CH:25]=1)[CH:21]=O, predict the reaction product. The product is: [CH3:17][C:18]1[CH:25]=[C:24]([CH:26]=[N:10][CH2:9][CH2:8][P:7]([C:11]2[CH:16]=[CH:15][CH:14]=[CH:13][CH:12]=2)[C:1]2[CH:2]=[CH:3][CH:4]=[CH:5][CH:6]=2)[CH:23]=[C:20]([CH3:21])[CH:19]=1. (6) Given the reactants [OH:1][C:2]1[CH:7]=[CH:6][C:5]([N:8]2[C:12]([CH3:14])([CH3:13])[C:11](=[O:15])[N:10]([C:16]3[CH:23]=[CH:22][C:19]([C:20]#[N:21])=[C:18]([C:24]([F:27])([F:26])[F:25])[CH:17]=3)[C:9]2=[S:28])=[CH:4][CH:3]=1.C(=O)([O-])[O-].[K+].[K+].CC1C=CC(S([O:45][CH2:46][CH2:47][O:48][CH2:49][CH2:50][O:51][CH2:52][CH2:53]O)(=O)=O)=CC=1, predict the reaction product. The product is: [OH:45][CH2:46][CH2:47][O:48][CH2:49][CH2:50][O:51][CH2:52][CH2:53][O:1][C:2]1[CH:3]=[CH:4][C:5]([N:8]2[C:12]([CH3:14])([CH3:13])[C:11](=[O:15])[N:10]([C:16]3[CH:23]=[CH:22][C:19]([C:20]#[N:21])=[C:18]([C:24]([F:26])([F:27])[F:25])[CH:17]=3)[C:9]2=[S:28])=[CH:6][CH:7]=1. (7) Given the reactants [CH3:1]S(O)(=O)=O.N[CH2:7][CH2:8][NH:9][C:10]1[CH:11]=[C:12]([C:24]2[NH:25][CH:26]=[CH:27][CH:28]=2)[C:13]2[C:14](=[O:23])[NH:15][C:16]3[C:21]=2[C:20]=1[C:19]([F:22])=[CH:18][CH:17]=3.[CH:29](=O)[CH3:30].[C:32]([BH3-])#[N:33].[Na+], predict the reaction product. The product is: [CH2:29]([N:33]([CH2:32][CH3:1])[CH2:7][CH2:8][NH:9][C:10]1[CH:11]=[C:12]([C:24]2[NH:25][CH:26]=[CH:27][CH:28]=2)[C:13]2[C:14](=[O:23])[NH:15][C:16]3[C:21]=2[C:20]=1[C:19]([F:22])=[CH:18][CH:17]=3)[CH3:30]. (8) Given the reactants Cl[C:2]1[C:11]2[C:6](=[CH:7][C:8]([O:14][CH3:15])=[C:9]([O:12][CH3:13])[CH:10]=2)[N:5]=[CH:4][CH:3]=1.[Cl:16][C:17]1[CH:24]=[C:21]([CH:22]=[O:23])[C:20]([OH:25])=[CH:19][CH:18]=1.O, predict the reaction product. The product is: [Cl:16][C:17]1[CH:18]=[CH:19][C:20]([O:25][C:2]2[C:11]3[C:6](=[CH:7][C:8]([O:14][CH3:15])=[C:9]([O:12][CH3:13])[CH:10]=3)[N:5]=[CH:4][CH:3]=2)=[C:21]([CH:24]=1)[CH:22]=[O:23].